From a dataset of Catalyst prediction with 721,799 reactions and 888 catalyst types from USPTO. Predict which catalyst facilitates the given reaction. The catalyst class is: 5. Product: [Br-:1].[CH2:32]([P+:6]([CH2:2][CH2:3][CH2:4][CH3:5])([CH2:28][CH2:29][CH2:30][CH3:31])[CH2:7][CH2:8][CH2:9][NH:10][C:11](=[O:27])[CH2:12][CH2:13][C:14]1([CH2:19][CH2:20][C:21]([OH:23])=[O:22])[O:18][CH2:17][CH2:16][O:15]1)[CH2:33][CH2:34][CH3:35]. Reactant: [Br-:1].[CH2:2]([P+:6]([CH2:32][CH2:33][CH2:34][CH3:35])([CH2:28][CH2:29][CH2:30][CH3:31])[CH2:7][CH2:8][CH2:9][NH:10][C:11](=[O:27])[CH2:12][CH2:13][C:14]1([CH2:19][CH2:20][C:21]([O:23]C(C)C)=[O:22])[O:18][CH2:17][CH2:16][O:15]1)[CH2:3][CH2:4][CH3:5].[Li+].[OH-].O.